The task is: Predict the reaction yield, written as a fraction of the theoretical maximum amount of product (1.0 means a 100% yield; for example, 0.34 means a 34% yield).. This data is from Reaction yield outcomes from USPTO patents with 853,638 reactions. (1) The catalyst is C(Cl)Cl. The reactants are [C:1]1([CH2:7][C:8](Cl)=[O:9])[CH:6]=[CH:5][CH:4]=[CH:3][CH:2]=1.[CH3:11][O:12][C:13]1[CH:18]=[CH:17][C:16]([NH:19][CH3:20])=[CH:15][CH:14]=1. The yield is 0.710. The product is [CH3:11][O:12][C:13]1[CH:18]=[CH:17][C:16]([N:19]([CH3:20])[C:8](=[O:9])[CH2:7][C:1]2[CH:6]=[CH:5][CH:4]=[CH:3][CH:2]=2)=[CH:15][CH:14]=1. (2) The reactants are C1C=CC2N(O)N=NC=2C=1.CCN(C(C)C)C(C)C.[C:20]1([C:26]2[NH:30][N:29]=[C:28]([C:31]([OH:33])=O)[CH:27]=2)[CH:25]=[CH:24][CH:23]=[CH:22][CH:21]=1.Cl.CCN=C=NCCCN(C)C.Cl.Cl.[NH2:48][CH2:49][C:50]([N:52]1[CH2:57][CH2:56][N:55]([C:58](=[O:67])[C:59]2[CH:64]=[C:63]([Cl:65])[CH:62]=[CH:61][C:60]=2[Cl:66])[CH2:54][CH2:53]1)=[O:51]. The catalyst is CN(C=O)C.O. The product is [Cl:66][C:60]1[CH:61]=[CH:62][C:63]([Cl:65])=[CH:64][C:59]=1[C:58]([N:55]1[CH2:54][CH2:53][N:52]([C:50](=[O:51])[CH2:49][NH:48][C:31]([C:28]2[CH:27]=[C:26]([C:20]3[CH:21]=[CH:22][CH:23]=[CH:24][CH:25]=3)[NH:30][N:29]=2)=[O:33])[CH2:57][CH2:56]1)=[O:67]. The yield is 0.895.